Dataset: Reaction yield outcomes from USPTO patents with 853,638 reactions. Task: Predict the reaction yield, written as a fraction of the theoretical maximum amount of product (1.0 means a 100% yield; for example, 0.34 means a 34% yield). (1) The product is [C:1]([O:5][C:6](=[O:7])[C:8]1[CH:13]=[CH:12][CH:11]=[C:10]([C:14]2[C:19]([CH3:20])=[CH:18][CH:17]=[C:16]([NH2:22])[N:15]=2)[CH:9]=1)([CH3:4])([CH3:3])[CH3:2]. The reactants are [C:1]([O:5][C:6]([C:8]1[CH:9]=[C:10]([C:14]2[C:19]([CH3:20])=[CH:18][CH:17]=[CH:16][N+:15]=2[O-])[CH:11]=[CH:12][CH:13]=1)=[O:7])([CH3:4])([CH3:3])[CH3:2].[N:22]1C=CC=CC=1.CS(OS(C)(=O)=O)(=O)=O.C(CN)O. The yield is 0.530. The catalyst is CC#N.O. (2) The reactants are [Br:1][C:2]1[N:7]=[C:6]2[C:8]([I:11])=[CH:9][NH:10][C:5]2=[N:4][CH:3]=1.[H-].[Na+].[C:14]1([CH3:24])[CH:19]=[CH:18][C:17]([S:20](Cl)(=[O:22])=[O:21])=[CH:16][CH:15]=1. The catalyst is C1COCC1.CCOC(C)=O. The product is [Br:1][C:2]1[N:7]=[C:6]2[C:8]([I:11])=[CH:9][N:10]([S:20]([C:17]3[CH:18]=[CH:19][C:14]([CH3:24])=[CH:15][CH:16]=3)(=[O:22])=[O:21])[C:5]2=[N:4][CH:3]=1. The yield is 0.940. (3) The reactants are [Br:1][C:2]1[S:3][C:4]([CH:7]=O)=[CH:5][CH:6]=1.Cl.[NH2:10][OH:11]. The catalyst is N1C=CC=CC=1. The product is [Br:1][C:2]1[S:3][C:4]([CH:7]=[N:10][OH:11])=[CH:5][CH:6]=1. The yield is 0.980. (4) The product is [CH3:58][C:59]([CH3:69])([CH3:68])[CH2:60][CH2:61][N:62]1[CH2:63][CH2:64][N:65]([C:32](=[O:33])[CH2:31][CH2:30][CH2:29][O:28][C:27]2[CH:35]=[CH:36][C:37]([C:39]([N:41]3[CH2:50][C:49]4[CH:48]=[N:47][N:46]([CH3:51])[C:45]=4[NH:44][C:43]4[CH:52]=[CH:53][CH:54]=[CH:55][C:42]3=4)=[O:40])=[CH:38][C:26]=2[CH3:25])[CH2:66][CH2:67]1. The catalyst is ClCCl. The yield is 0.530. The reactants are CN(C(ON1N=NC2C=CC=CC1=2)=[N+](C)C)C.F[P-](F)(F)(F)(F)F.[CH3:25][C:26]1[CH:38]=[C:37]([C:39]([N:41]2[CH2:50][C:49]3[CH:48]=[N:47][N:46]([CH3:51])[C:45]=3[NH:44][C:43]3[CH:52]=[CH:53][CH:54]=[CH:55][C:42]2=3)=[O:40])[CH:36]=[CH:35][C:27]=1[O:28][CH2:29][CH2:30][CH2:31][C:32](O)=[O:33].Cl.Cl.[CH3:58][C:59]([CH3:69])([CH3:68])[CH2:60][CH2:61][N:62]1[CH2:67][CH2:66][NH:65][CH2:64][CH2:63]1.CCN(C(C)C)C(C)C. (5) The reactants are [C:1]([C:5]1[N:22]=[C:8]2[C:9]([C:20]#[N:21])=[CH:10][C:11]([C:14]3[CH:19]=[CH:18][CH:17]=[CH:16][CH:15]=3)=[C:12](O)[N:7]2[N:6]=1)([CH3:4])([CH3:3])[CH3:2].P(Cl)(Cl)([Cl:25])=O. No catalyst specified. The product is [C:1]([C:5]1[N:22]=[C:8]2[C:9]([C:20]#[N:21])=[CH:10][C:11]([C:14]3[CH:19]=[CH:18][CH:17]=[CH:16][CH:15]=3)=[C:12]([Cl:25])[N:7]2[N:6]=1)([CH3:4])([CH3:3])[CH3:2]. The yield is 1.00. (6) The reactants are Br[C:2]1[N:10]2[C:5]([N:6]=[N:7][C:8]3[C:14]([O:15][CH3:16])=[CH:13][C:12]([C:17]([F:20])([F:19])[F:18])=[CH:11][C:9]=32)=[C:4]([CH3:21])[N:3]=1.[CH3:22][O:23][C:24]1[CH:25]=[C:26](B(O)O)[CH:27]=[N:28][CH:29]=1.C(=O)([O-])[O-].[Na+].[Na+]. The catalyst is O1CCOCC1.O.C1C=CC([P]([Pd]([P](C2C=CC=CC=2)(C2C=CC=CC=2)C2C=CC=CC=2)([P](C2C=CC=CC=2)(C2C=CC=CC=2)C2C=CC=CC=2)[P](C2C=CC=CC=2)(C2C=CC=CC=2)C2C=CC=CC=2)(C2C=CC=CC=2)C2C=CC=CC=2)=CC=1. The product is [CH3:16][O:15][C:14]1[C:8]2[N:7]=[N:6][C:5]3=[C:4]([CH3:21])[N:3]=[C:2]([C:25]4[CH:26]=[CH:27][N:28]=[CH:29][C:24]=4[O:23][CH3:22])[N:10]3[C:9]=2[CH:11]=[C:12]([C:17]([F:20])([F:19])[F:18])[CH:13]=1. The yield is 0.420. (7) The reactants are [CH2:1]([O:8][NH:9][C@H:10]1[CH2:15][NH:14][C@H:13]([C:16]([O:18][CH3:19])=[O:17])[CH2:12][CH2:11]1)[C:2]1[CH:7]=[CH:6][CH:5]=[CH:4][CH:3]=1.C(#N)C.[O:23]=[C:24](Cl)OC(Cl)(Cl)Cl. The catalyst is CN(C)C1C=CN=CC=1.C(N(CC)CC)C. The product is [CH2:1]([O:8][N:9]1[C:24](=[O:23])[N:14]2[CH2:15][C@H:10]1[CH2:11][CH2:12][C@H:13]2[C:16]([O:18][CH3:19])=[O:17])[C:2]1[CH:3]=[CH:4][CH:5]=[CH:6][CH:7]=1. The yield is 0.710. (8) The reactants are [CH2:1]([NH:8][CH2:9][CH2:10][OH:11])[C:2]1[CH:7]=[CH:6][CH:5]=[CH:4][CH:3]=1.C([BH3-])#N.[Na+].[NH2:16][C:17]([NH:19][C:20]1[NH:21][C:22]([C:28]2[CH:33]=[CH:32][C:31]([CH:34]=O)=[CH:30][CH:29]=2)=[CH:23][C:24]=1[C:25]([NH2:27])=[O:26])=[O:18].C(=O)([O-])O.[Na+]. The catalyst is CN(C)C=O.O.C(O)(=O)C. The product is [NH2:16][C:17]([NH:19][C:20]1[NH:21][C:22]([C:28]2[CH:29]=[CH:30][C:31]([CH2:34][N:8]([CH2:1][C:2]3[CH:7]=[CH:6][CH:5]=[CH:4][CH:3]=3)[CH2:9][CH2:10][OH:11])=[CH:32][CH:33]=2)=[CH:23][C:24]=1[C:25]([NH2:27])=[O:26])=[O:18]. The yield is 0.360. (9) The reactants are [F:1][C:2]([F:20])([F:19])[CH:3]([C:5]1[CH:10]=[CH:9][CH:8]=[CH:7][C:6]=1[C:11]1[CH:12]=[CH:13][C:14]([C:17]#[N:18])=[N:15][CH:16]=1)[OH:4].[NH2:21][C:22]1[N:27]=[C:26]([C:28]2[CH:33]=[CH:32][C:31]([CH2:34][C@H:35]([NH:39][C:40]([O:42][C:43]([CH3:46])([CH3:45])[CH3:44])=[O:41])[C:36]([OH:38])=[O:37])=[CH:30][CH:29]=2)[CH:25]=[C:24](Cl)[N:23]=1.C(=O)([O-])[O-].[Cs+].[Cs+].Cl. The catalyst is O.O1CCOCC1. The product is [NH2:21][C:22]1[N:27]=[C:26]([C:28]2[CH:33]=[CH:32][C:31]([CH2:34][C@H:35]([NH:39][C:40]([O:42][C:43]([CH3:46])([CH3:45])[CH3:44])=[O:41])[C:36]([OH:38])=[O:37])=[CH:30][CH:29]=2)[CH:25]=[C:24]([O:4][CH:3]([C:5]2[CH:10]=[CH:9][CH:8]=[CH:7][C:6]=2[C:11]2[CH:16]=[N:15][C:14]([C:17]#[N:18])=[CH:13][CH:12]=2)[C:2]([F:1])([F:19])[F:20])[N:23]=1. The yield is 0.840. (10) The reactants are [CH2:1]([O:8][C:9]([NH:11][C@H:12]([C:21]([O:23][C:24]([CH3:27])([CH3:26])[CH3:25])=[O:22])[CH2:13][C:14]1[CH:15]=[N:16][C:17](Br)=[CH:18][CH:19]=1)=[O:10])[C:2]1[CH:7]=[CH:6][CH:5]=[CH:4][CH:3]=1.[CH3:28][O:29][C:30]1[CH:49]=[CH:48][C:33]([CH2:34][N:35]2[C:44]3[N:43]=[C:42]([CH2:45][CH2:46][OH:47])[CH:41]=[CH:40][C:39]=3[CH2:38][CH2:37][CH2:36]2)=[CH:32][CH:31]=1.C(=O)([O-])[O-].[Cs+].[Cs+].C(P(C(C)(C)C)C1C=CC2C(=CC=CC=2)C=1C1C2C(=CC=CC=2)C=CC=1)(C)(C)C. The catalyst is C1(C)C=CC=CC=1. The product is [CH2:1]([O:8][C:9]([NH:11][C@H:12]([C:21]([O:23][C:24]([CH3:27])([CH3:26])[CH3:25])=[O:22])[CH2:13][C:14]1[CH:15]=[N:16][C:17]([O:47][CH2:46][CH2:45][C:42]2[CH:41]=[CH:40][C:39]3[CH2:38][CH2:37][CH2:36][N:35]([CH2:34][C:33]4[CH:32]=[CH:31][C:30]([O:29][CH3:28])=[CH:49][CH:48]=4)[C:44]=3[N:43]=2)=[CH:18][CH:19]=1)=[O:10])[C:2]1[CH:7]=[CH:6][CH:5]=[CH:4][CH:3]=1. The yield is 0.170.